From a dataset of Forward reaction prediction with 1.9M reactions from USPTO patents (1976-2016). Predict the product of the given reaction. (1) Given the reactants [NH2:1][C:2]1([C:7]([OH:9])=[O:8])[CH2:6][CH2:5][CH2:4][CH2:3]1.[ClH:10].[CH3:11][CH2:12]O, predict the reaction product. The product is: [ClH:10].[CH2:11]([O:8][C:7](=[O:9])[C:2]1([CH2:6][CH2:5][CH2:4][CH2:3]1)[NH2:1])[CH3:12]. (2) Given the reactants Cl[C:2]1[N:7]=[C:6]([C:8]2[N:12]3[CH:13]=[CH:14][CH:15]=[CH:16][C:11]3=[N:10][C:9]=2[C:17]2[CH:18]=[CH:19][C:20]([O:34][CH:35]([CH3:37])[CH3:36])=[C:21]([CH:33]=2)[C:22]([NH:24][C:25]2[C:30]([F:31])=[CH:29][CH:28]=[CH:27][C:26]=2[F:32])=[O:23])[CH:5]=[CH:4][N:3]=1.[CH3:38][O:39][C:40]1[CH:46]=[C:45]([N:47]2[CH2:52][CH2:51][CH:50]([N:53]3[CH2:58][CH2:57][N:56]([S:59]([CH3:62])(=[O:61])=[O:60])[CH2:55][CH2:54]3)[CH2:49][CH2:48]2)[CH:44]=[CH:43][C:41]=1[NH2:42].C1(C)C=CC(S(O)(=O)=O)=CC=1, predict the reaction product. The product is: [F:32][C:26]1[CH:27]=[CH:28][CH:29]=[C:30]([F:31])[C:25]=1[NH:24][C:22](=[O:23])[C:21]1[CH:33]=[C:17]([C:9]2[N:10]=[C:11]3[CH:16]=[CH:15][CH:14]=[CH:13][N:12]3[C:8]=2[C:6]2[CH:5]=[CH:4][N:3]=[C:2]([NH:42][C:41]3[CH:43]=[CH:44][C:45]([N:47]4[CH2:52][CH2:51][CH:50]([N:53]5[CH2:58][CH2:57][N:56]([S:59]([CH3:62])(=[O:61])=[O:60])[CH2:55][CH2:54]5)[CH2:49][CH2:48]4)=[CH:46][C:40]=3[O:39][CH3:38])[N:7]=2)[CH:18]=[CH:19][C:20]=1[O:34][CH:35]([CH3:37])[CH3:36].